This data is from Forward reaction prediction with 1.9M reactions from USPTO patents (1976-2016). The task is: Predict the product of the given reaction. (1) Given the reactants [F:1][C:2]1[C:10]([O:11][CH2:12][CH2:13][O:14][CH3:15])=[C:9]2[C:5]([CH:6]=[C:7]([C:16]3[S:17][CH:18]([CH2:21][C:22](OCC)=[O:23])[CH2:19][N:20]=3)[NH:8]2)=[CH:4][C:3]=1[O:27][C:28]1[CH:29]=[N:30][C:31]([S:34]([CH3:37])(=[O:36])=[O:35])=[CH:32][CH:33]=1.CO.[BH4-].[Li+], predict the reaction product. The product is: [F:1][C:2]1[C:10]([O:11][CH2:12][CH2:13][O:14][CH3:15])=[C:9]2[C:5]([CH:6]=[C:7]([C:16]3[S:17][CH:18]([CH2:21][CH2:22][OH:23])[CH2:19][N:20]=3)[NH:8]2)=[CH:4][C:3]=1[O:27][C:28]1[CH:29]=[N:30][C:31]([S:34]([CH3:37])(=[O:35])=[O:36])=[CH:32][CH:33]=1. (2) Given the reactants [C:1]([NH:9][C:10]1[CH:15]=[CH:14][C:13]([C:16]2[CH:24]=[C:23]3[C:19]([CH2:20][N:21]([C@@H:26]([CH:31]([CH3:33])[CH3:32])[C:27]([O:29][CH3:30])=[O:28])[C:22]3=[O:25])=[CH:18][CH:17]=2)=[CH:12][CH:11]=1)(=[O:8])[C:2]1[CH:7]=[CH:6][CH:5]=[CH:4][CH:3]=1.NC1C=CC(C2C=C3C(CN([C@@H](C(C)C)C(OC)=O)[C:47]3=[O:50])=CC=2)=CC=1.COC1C=CC(C(Cl)=O)=CC=1, predict the reaction product. The product is: [CH3:47][O:50][C:5]1[CH:4]=[CH:3][C:2]([C:1]([NH:9][C:10]2[CH:11]=[CH:12][C:13]([C:16]3[CH:24]=[C:23]4[C:19]([CH2:20][N:21]([C@@H:26]([CH:31]([CH3:33])[CH3:32])[C:27]([O:29][CH3:30])=[O:28])[C:22]4=[O:25])=[CH:18][CH:17]=3)=[CH:14][CH:15]=2)=[O:8])=[CH:7][CH:6]=1.